This data is from Reaction yield outcomes from USPTO patents with 853,638 reactions. The task is: Predict the reaction yield, written as a fraction of the theoretical maximum amount of product (1.0 means a 100% yield; for example, 0.34 means a 34% yield). (1) The reactants are [CH2:1]([NH+:3]1[CH2:8][CH2:7][C:6](O)(O)[C:5]([F:12])([F:11])[CH2:4]1)[CH3:2].[NH2:13][OH:14]. The catalyst is C(O)C. The product is [CH2:1]([N:3]1[CH2:8][CH2:7][C:6](=[N:13][OH:14])[C:5]([F:12])([F:11])[CH2:4]1)[CH3:2]. The yield is 0.990. (2) The reactants are [Cl:1][C:2]1[CH:3]=[N+:4]([O-])[C:5]2[CH2:10][CH2:9][CH2:8][C:6]=2[CH:7]=1.[C:12]([O:15]C(=O)C)(=[O:14])[CH3:13]. No catalyst specified. The product is [C:12]([O:15][CH:10]1[C:5]2[N:4]=[CH:3][C:2]([Cl:1])=[CH:7][C:6]=2[CH2:8][CH2:9]1)(=[O:14])[CH3:13]. The yield is 0.710. (3) The reactants are [CH3:1][N:2]([S:28]([C:31]1[CH:36]=[CH:35][CH:34]=[CH:33][N:32]=1)(=[O:30])=[O:29])[C:3]1[CH:4]=[CH:5][CH:6]=[C:7]2[C:11]=1[NH:10][C:9]([C:12]1[S:13][CH:14]([CH2:17][N:18]3[CH:22]=[CH:21][N:20]=[C:19]3[C:23](OCC)=[O:24])[CH2:15][N:16]=1)=[CH:8]2.[BH4-].[Li+].C(=O)([O-])O.[Na+]. The catalyst is O1CCCC1.CO. The product is [OH:24][CH2:23][C:19]1[N:18]([CH2:17][CH:14]2[S:13][C:12]([C:9]3[NH:10][C:11]4[C:7]([CH:8]=3)=[CH:6][CH:5]=[CH:4][C:3]=4[N:2]([CH3:1])[S:28]([C:31]3[CH:36]=[CH:35][CH:34]=[CH:33][N:32]=3)(=[O:29])=[O:30])=[N:16][CH2:15]2)[CH:22]=[CH:21][N:20]=1. The yield is 0.190. (4) The reactants are [Br:1][C:2]1[CH:3]=[C:4]2[CH2:12][CH2:11][C:10]3[CH:13]=[C:14]([Cl:17])[CH:15]=[CH:16][C:9]=3[CH:8]([N:18]3[CH2:23][CH2:22][N:21]([C:24](=[O:32])[CH2:25][CH:26]4[CH2:31][CH2:30][NH:29][CH2:28][CH2:27]4)[CH2:20][CH2:19]3)[C:5]2=[N:6][CH:7]=1.[C:33]([N:37]=[C:38]=[O:39])([CH3:36])([CH3:35])[CH3:34]. The catalyst is ClCCl. The product is [Br:1][C:2]1[CH:3]=[C:4]2[CH2:12][CH2:11][C:10]3[CH:13]=[C:14]([Cl:17])[CH:15]=[CH:16][C:9]=3[CH:8]([N:18]3[CH2:19][CH2:20][N:21]([C:24](=[O:32])[CH2:25][CH:26]4[CH2:31][CH2:30][N:29]([C:38]([NH:37][C:33]([CH3:36])([CH3:35])[CH3:34])=[O:39])[CH2:28][CH2:27]4)[CH2:22][CH2:23]3)[C:5]2=[N:6][CH:7]=1. The yield is 0.710. (5) The reactants are CC1C=CC(S(O[CH2:12][C@H:13]2[CH2:15][O:14]2)(=O)=O)=CC=1.C(=O)([O-])[O-].[K+].[K+].[CH2:22]([NH:24][C:25]([C:27]1[CH:28]=[C:29]2[C:34](=[CH:35][C:36]=1[OH:37])[N:33]=[CH:32][CH:31]=[C:30]2[O:38][C:39]1[CH:44]=[CH:43][C:42]([NH:45][C:46]([NH:48][CH3:49])=[O:47])=[C:41]([Cl:50])[CH:40]=1)=[O:26])[CH3:23].[CH2:51]([NH:53][CH2:54][CH3:55])[CH3:52]. The catalyst is O.C(OCC)(=O)C.O1CCCC1.CN(C)C=O. The product is [CH2:22]([NH:24][C:25]([C:27]1[CH:28]=[C:29]2[C:34](=[CH:35][C:36]=1[O:37][CH2:15][C@H:13]([OH:14])[CH2:12][N:53]([CH2:54][CH3:55])[CH2:51][CH3:52])[N:33]=[CH:32][CH:31]=[C:30]2[O:38][C:39]1[CH:44]=[CH:43][C:42]([NH:45][C:46]([NH:48][CH3:49])=[O:47])=[C:41]([Cl:50])[CH:40]=1)=[O:26])[CH3:23]. The yield is 0.493. (6) The reactants are [Cl:1][C:2]1[C:3]([NH:18][CH:19]2[CH2:29][CH2:28][C:22]3([CH2:27][CH2:26][NH:25][CH2:24][CH2:23]3)[CH2:21][CH2:20]2)=[N:4][C:5]([NH:8][C:9]2[CH:10]=[N:11][N:12]([CH2:14][CH:15]3[CH2:17][CH2:16]3)[CH:13]=2)=[N:6][CH:7]=1.[C:30]([CH2:32][C:33](O)=[O:34])#[N:31].C1C=NC2N(O)N=NC=2C=1.CCN=C=NCCCN(C)C. The catalyst is ClCCl.CN(C)C=O.O. The product is [Cl:1][C:2]1[C:3]([NH:18][CH:19]2[CH2:20][CH2:21][C:22]3([CH2:23][CH2:24][N:25]([C:33](=[O:34])[CH2:32][C:30]#[N:31])[CH2:26][CH2:27]3)[CH2:28][CH2:29]2)=[N:4][C:5]([NH:8][C:9]2[CH:10]=[N:11][N:12]([CH2:14][CH:15]3[CH2:17][CH2:16]3)[CH:13]=2)=[N:6][CH:7]=1. The yield is 0.449. (7) The reactants are [Si:1]([O:8][CH2:9][CH2:10][C:11]#[N:12])([C:4]([CH3:7])([CH3:6])[CH3:5])([CH3:3])[CH3:2].[CH2:13]([Mg]Br)[CH3:14].B(F)(F)F.CCOCC. The catalyst is CCOCC.C([O-])(C)C.C([O-])(C)C.C([O-])(C)C.C([O-])(C)C.[Ti+4]. The product is [Si:1]([O:8][CH2:9][CH2:10][C:11]1([NH2:12])[CH2:14][CH2:13]1)([C:4]([CH3:7])([CH3:6])[CH3:5])([CH3:3])[CH3:2]. The yield is 0.300. (8) The yield is 0.140. The catalyst is C(Cl)(Cl)(Cl)Cl. The product is [Br:12][CH2:1][C:2]1[N:3]=[N:4][C:5]([C:8]([F:9])([F:11])[F:10])=[CH:6][CH:7]=1. The reactants are [CH3:1][C:2]1[N:3]=[N:4][C:5]([C:8]([F:11])([F:10])[F:9])=[CH:6][CH:7]=1.[Br:12]N1C(=O)CCC1=O.N(C(C)(C)C#N)=NC(C)(C)C#N. (9) The reactants are C([O:8][C:9]1[CH:21]=[C:20]2[C:12]([C:13]3[CH:14]=[CH:15][C:16]([N:22]([CH3:25])[CH:23]=[O:24])=[CH:17][C:18]=3[NH:19]2)=[CH:11][CH:10]=1)C1C=CC=CC=1. The catalyst is CO.[Pd]. The product is [OH:8][C:9]1[CH:21]=[C:20]2[C:12]([C:13]3[CH:14]=[CH:15][C:16]([N:22]([CH3:25])[CH:23]=[O:24])=[CH:17][C:18]=3[NH:19]2)=[CH:11][CH:10]=1. The yield is 0.940.